Dataset: Full USPTO retrosynthesis dataset with 1.9M reactions from patents (1976-2016). Task: Predict the reactants needed to synthesize the given product. (1) Given the product [CH:6]1([C:5]([CH:9]2[CH2:11][CH2:10]2)=[CH:4][CH2:3][CH2:2][O:29][C:26]2[CH:25]=[CH:24][C:23]([C:20]3[CH:21]=[CH:22][C:17]([C:15]([OH:16])=[O:14])=[CH:18][CH:19]=3)=[CH:28][CH:27]=2)[CH2:8][CH2:7]1, predict the reactants needed to synthesize it. The reactants are: Cl[CH2:2][CH2:3][CH:4]=[C:5]([CH:9]1[CH2:11][CH2:10]1)[CH:6]1[CH2:8][CH2:7]1.C([O:14][C:15]([C:17]1[CH:22]=[CH:21][C:20]([C:23]2[CH:28]=[CH:27][C:26]([OH:29])=[CH:25][CH:24]=2)=[CH:19][CH:18]=1)=[O:16])C. (2) Given the product [F:1][C:2]1[CH:3]=[CH:4][C:5]([C:8]2[C:9](=[O:16])[C:10]([C:11]([O:13][CH2:14][CH3:15])=[O:12])=[CH:17][NH:21][CH:26]=2)=[CH:6][CH:7]=1, predict the reactants needed to synthesize it. The reactants are: [F:1][C:2]1[CH:7]=[CH:6][C:5]([CH2:8][C:9](=[O:16])[CH2:10][C:11]([O:13][CH2:14][CH3:15])=[O:12])=[CH:4][CH:3]=1.[CH3:17]C[O-].[Na+].[N:21]1[CH:26]=CC=NN=1. (3) The reactants are: Cl[CH2:2][C@@:3]([OH:18])([CH3:17])[CH2:4][O:5][N:6]1[C:14](=[O:15])[C:13]2[C:8](=[CH:9][CH:10]=[CH:11][CH:12]=2)[C:7]1=[O:16].C(N(CC)CC)C.[CH3:26][OH:27]. Given the product [CH3:26][O:27][C:7](=[O:16])[C:8]1[CH:9]=[CH:10][CH:11]=[CH:12][C:13]=1[C:14]([N:6]1[CH2:2][C@@:3]([OH:18])([CH3:17])[CH2:4][O:5]1)=[O:15], predict the reactants needed to synthesize it. (4) Given the product [Br:1][C:2]1[CH:7]=[CH:6][C:5]([NH:8][S:9]([CH3:11])(=[N:16][CH:12]2[CH2:15][CH2:14][CH2:13]2)=[O:10])=[CH:4][CH:3]=1, predict the reactants needed to synthesize it. The reactants are: [Br:1][C:2]1[CH:7]=[CH:6][C:5]([NH:8][S:9]([CH3:11])=[O:10])=[CH:4][CH:3]=1.[CH:12]1([NH2:16])[CH2:15][CH2:14][CH2:13]1.